From a dataset of Forward reaction prediction with 1.9M reactions from USPTO patents (1976-2016). Predict the product of the given reaction. (1) Given the reactants [OH:1][C:2]1[CH:7]=[CH:6][C:5]([C:8]2[CH:13]=[C:12]([C:14]([F:17])([F:16])[F:15])[CH:11]=[C:10]([C:18]([NH2:20])=[O:19])[C:9]=2I)=[CH:4][CH:3]=1.[CH3:22][O:23][C:24]1[CH:29]=[CH:28][C:27]([CH3:30])=[CH:26][C:25]=1B(O)O.C([O-])([O-])=O.[K+].[K+], predict the reaction product. The product is: [OH:1][C:2]1[CH:7]=[CH:6][C:5]([C:8]2[CH:13]=[C:12]([C:14]([F:17])([F:16])[F:15])[CH:11]=[C:10]([C:18]([NH2:20])=[O:19])[C:9]=2[C:25]2[CH:26]=[C:27]([CH3:30])[CH:28]=[CH:29][C:24]=2[O:23][CH3:22])=[CH:4][CH:3]=1. (2) Given the reactants [S:1]1[CH:5]=[CH:4][N:3]=[C:2]1[C:6]([OH:8])=O.[Cl:9][C:10]1[CH:16]=[CH:15][C:14]([N+:17]([O-:19])=[O:18])=[CH:13][C:11]=1[NH2:12].CN(C(ON1N=NC2C=CC=NC1=2)=[N+](C)C)C.F[P-](F)(F)(F)(F)F.CCN(C(C)C)C(C)C, predict the reaction product. The product is: [Cl:9][C:10]1[CH:16]=[CH:15][C:14]([N+:17]([O-:19])=[O:18])=[CH:13][C:11]=1[NH:12][C:6]([C:2]1[S:1][CH:5]=[CH:4][N:3]=1)=[O:8]. (3) Given the reactants Br[C:2]1[CH:3]=[N:4][CH:5]=[CH:6][CH:7]=1.C(N(CC)CC)C.[C:15]([Si:17]([CH3:20])([CH3:19])[CH3:18])#[CH:16].O, predict the reaction product. The product is: [CH3:18][Si:17]([C:15]#[C:16][C:2]1[CH:3]=[N:4][CH:5]=[CH:6][CH:7]=1)([CH3:20])[CH3:19].